This data is from Forward reaction prediction with 1.9M reactions from USPTO patents (1976-2016). The task is: Predict the product of the given reaction. (1) Given the reactants [CH:1]([C:4]1[N:5]=[C:6]([CH2:9][CH2:10][C:11]2[CH:46]=[CH:45][N:14]3[C:15](=[O:44])[C:16](/[CH:25]=[CH:26]/[C:27]([NH:29][S:30]([CH2:33][CH2:34][CH2:35][NH:36]C(OC(C)(C)C)=O)(=[O:32])=[O:31])=[O:28])=[C:17]([N:19]4[CH2:24][CH2:23][O:22][CH2:21][CH2:20]4)[N:18]=[C:13]3[CH:12]=2)[S:7][CH:8]=1)([CH3:3])[CH3:2], predict the reaction product. The product is: [CH:1]([C:4]1[N:5]=[C:6]([CH2:9][CH2:10][C:11]2[CH:46]=[CH:45][N:14]3[C:15](=[O:44])[C:16](/[CH:25]=[CH:26]/[C:27]([NH:29][S:30]([CH2:33][CH2:34][CH2:35][NH2:36])(=[O:32])=[O:31])=[O:28])=[C:17]([N:19]4[CH2:20][CH2:21][O:22][CH2:23][CH2:24]4)[N:18]=[C:13]3[CH:12]=2)[S:7][CH:8]=1)([CH3:3])[CH3:2]. (2) Given the reactants Br[CH2:2][C:3]1[C:12]2[C:7](=[CH:8][CH:9]=[CH:10][CH:11]=2)[C:6]([C:13]([O:15]C)=[O:14])=[CH:5][CH:4]=1.C(=O)([O-])[O-].[K+].[K+].[NH2:23][C:24]1[CH:29]=[CH:28][CH:27]=[CH:26][N:25]=1, predict the reaction product. The product is: [N:25]1[CH:26]=[CH:27][CH:28]=[CH:29][C:24]=1[NH:23][CH2:2][C:3]1[C:12]2[C:7](=[CH:8][CH:9]=[CH:10][CH:11]=2)[C:6]([C:13]([OH:15])=[O:14])=[CH:5][CH:4]=1. (3) Given the reactants Br[C:2]1[CH:3]=[C:4]([C:15]2[CH:20]=[CH:19][C:18]([C:21]([O:23][CH2:24][CH3:25])=[O:22])=[CH:17][CH:16]=2)[CH:5]=[CH:6][C:7]=1[O:8][CH2:9][CH2:10][O:11][C:12](=[O:14])[CH3:13].[C:26]([C:30]1[CH:31]=[C:32](B(O)O)[CH:33]=[CH:34][C:35]=1[N:36]1[CH2:40][CH2:39][CH2:38][CH2:37]1)([CH3:29])([CH3:28])[CH3:27].C(=O)([O-])[O-].[K+].[K+], predict the reaction product. The product is: [C:12]([O:11][CH2:10][CH2:9][O:8][C:7]1[CH:6]=[CH:5][C:4]([C:15]2[CH:20]=[CH:19][C:18]([C:21]([O:23][CH2:24][CH3:25])=[O:22])=[CH:17][CH:16]=2)=[CH:3][C:2]=1[C:32]1[CH:33]=[CH:34][C:35]([N:36]2[CH2:37][CH2:38][CH2:39][CH2:40]2)=[C:30]([C:26]([CH3:29])([CH3:28])[CH3:27])[CH:31]=1)(=[O:14])[CH3:13]. (4) The product is: [Cl:1][C:2]1[O:3][C:4]2[CH:10]=[CH:9][C:8]([C:11]([CH2:27][CH3:28])=[C:12]([C:20]3[CH:21]=[CH:22][C:23]([OH:26])=[CH:24][CH:25]=3)[C:13]3[CH:14]=[N:15][C:16]([S:34][CH2:33][CH2:32][NH:31][CH3:30])=[CH:17][CH:18]=3)=[CH:7][C:5]=2[CH:6]=1. Given the reactants [Cl:1][C:2]1[O:3][C:4]2[CH:10]=[CH:9][C:8]([C:11]([CH2:27][CH3:28])=[C:12]([C:20]3[CH:25]=[CH:24][C:23]([OH:26])=[CH:22][CH:21]=3)[C:13]3[CH:14]=[N:15][C:16](Cl)=[CH:17][CH:18]=3)=[CH:7][C:5]=2[CH:6]=1.Cl.[CH3:30][NH:31][CH2:32][CH2:33][SH:34], predict the reaction product. (5) Given the reactants C1C=CC2N(O)N=NC=2C=1.[O:11]=[C:12]([N:17]1[CH2:22][CH2:21][N:20]([C:23](=[O:33])[C:24]2[CH:29]=[C:28]([F:30])[C:27]([F:31])=[C:26]([F:32])[CH:25]=2)[CH2:19][CH2:18]1)[CH2:13][C:14](O)=[O:15].CCN=C=NCCCN(C)C.Cl.[C:46]1([C:52]2[N:57]=[CH:56][C:55]([NH2:58])=[CH:54][CH:53]=2)[CH:51]=[CH:50][CH:49]=[CH:48][CH:47]=1, predict the reaction product. The product is: [O:11]=[C:12]([N:17]1[CH2:22][CH2:21][N:20]([C:23](=[O:33])[C:24]2[CH:25]=[C:26]([F:32])[C:27]([F:31])=[C:28]([F:30])[CH:29]=2)[CH2:19][CH2:18]1)[CH2:13][C:14]([NH:58][C:55]1[CH:56]=[N:57][C:52]([C:46]2[CH:51]=[CH:50][CH:49]=[CH:48][CH:47]=2)=[CH:53][CH:54]=1)=[O:15].